The task is: Regression. Given a peptide amino acid sequence and an MHC pseudo amino acid sequence, predict their binding affinity value. This is MHC class I binding data.. This data is from Peptide-MHC class I binding affinity with 185,985 pairs from IEDB/IMGT. (1) The peptide sequence is CPPTCPGYR. The MHC is HLA-A02:01 with pseudo-sequence HLA-A02:01. The binding affinity (normalized) is 0. (2) The peptide sequence is QPQQSPQFF. The MHC is HLA-A02:01 with pseudo-sequence HLA-A02:01. The binding affinity (normalized) is 0.0847. (3) The peptide sequence is PMPYMISTY. The MHC is HLA-A33:01 with pseudo-sequence HLA-A33:01. The binding affinity (normalized) is 0. (4) The peptide sequence is EYSYYSSMY. The MHC is HLA-A03:01 with pseudo-sequence HLA-A03:01. The binding affinity (normalized) is 0.0847. (5) The peptide sequence is FIAQSKGLY. The MHC is HLA-A01:01 with pseudo-sequence HLA-A01:01. The binding affinity (normalized) is 0.432. (6) The peptide sequence is NLVIGFLFL. The MHC is HLA-A02:01 with pseudo-sequence HLA-A02:01. The binding affinity (normalized) is 0.562.